Dataset: CYP2C9 inhibition data for predicting drug metabolism from PubChem BioAssay. Task: Regression/Classification. Given a drug SMILES string, predict its absorption, distribution, metabolism, or excretion properties. Task type varies by dataset: regression for continuous measurements (e.g., permeability, clearance, half-life) or binary classification for categorical outcomes (e.g., BBB penetration, CYP inhibition). Dataset: cyp2c9_veith. (1) The compound is Cc1oc(C)c(C(=O)NCCCC(=O)O)c1C(=O)NCCCC(=O)O. The result is 0 (non-inhibitor). (2) The result is 0 (non-inhibitor). The drug is C[C@@]12CCC(=O)C=C1CC[C@@H]1[C@@H]2[C@H](O)C[C@]2(C)[C@@H]1CC[C@]2(O)C(=O)COC(=O)CCC(=O)[O-].[Na+]. (3) The molecule is CC1=NN(C(=O)c2ccncc2)C(=O)[C@@H]1N=Nc1ccc2ccccc2c1. The result is 0 (non-inhibitor). (4) The compound is CCCNC(C)(C)COC(=O)c1ccccc1. The result is 0 (non-inhibitor). (5) The compound is COc1ccc2[nH]cc(CCNc3ncncc3-c3ccccc3Cl)c2c1. The result is 1 (inhibitor). (6) The molecule is Cc1ncc([N+](=O)[O-])n1CCN=[N+]=[N-]. The result is 0 (non-inhibitor). (7) The compound is CCCCCCCC/C=C\CCCCCCCC(=O)NCCO. The result is 0 (non-inhibitor).